From a dataset of Full USPTO retrosynthesis dataset with 1.9M reactions from patents (1976-2016). Predict the reactants needed to synthesize the given product. (1) Given the product [CH3:1][C:2]([S@:5](/[N:7]=[C:17]1/[CH2:16][CH2:15][CH2:14][C:13]2[C:18]/1=[CH:19][CH:20]=[CH:21][C:12]=2[O:11][CH2:10][C:9]([F:8])([F:23])[F:24])=[O:6])([CH3:4])[CH3:3], predict the reactants needed to synthesize it. The reactants are: [CH3:1][C:2]([S:5]([NH2:7])=[O:6])([CH3:4])[CH3:3].[F:8][C:9]([F:24])([F:23])[CH2:10][O:11][C:12]1[CH:21]=[CH:20][CH:19]=[C:18]2[C:13]=1[CH2:14][CH2:15][CH2:16][C:17]2=O. (2) Given the product [F:1][C:2]1[C:7]([F:8])=[CH:6][CH:5]=[CH:4][C:3]=1[C:9]1[N:10]=[C:11]2[CH:16]=[N:17][NH:15][C:14]([NH2:27])=[C:12]2[N:13]=1, predict the reactants needed to synthesize it. The reactants are: [F:1][C:2]1[C:7]([F:8])=[CH:6][CH:5]=[CH:4][C:3]=1[C:9]1[NH:10][C:11]([C:16]#[N:17])=[C:12]([C:14]#[N:15])[N:13]=1.CC(C[AlH]CC(C)C)C.[NH2:27]N.